Dataset: Forward reaction prediction with 1.9M reactions from USPTO patents (1976-2016). Task: Predict the product of the given reaction. (1) Given the reactants [N+:1]([C:4]1[CH:5]=[C:6]([CH:22]=[CH:23][CH:24]=1)[CH2:7][NH:8][C:9]1[CH:10]=[C:11]([C:15]2[CH:16]=[C:17]([OH:21])[CH:18]=[CH:19][CH:20]=2)[CH:12]=[N:13][CH:14]=1)([O-])=O, predict the reaction product. The product is: [NH2:1][C:4]1[CH:5]=[C:6]([CH:22]=[CH:23][CH:24]=1)[CH2:7][NH:8][C:9]1[CH:10]=[C:11]([C:15]2[CH:16]=[C:17]([OH:21])[CH:18]=[CH:19][CH:20]=2)[CH:12]=[N:13][CH:14]=1. (2) Given the reactants B(F)(F)F.[CH2:5]([O:23][C:24]1[CH:25]=[C:26]([CH2:68][C:69]([OH:71])=[O:70])[CH:27]=[C:28]([O:49][CH2:50][CH2:51][CH2:52][CH2:53][CH2:54][CH2:55][CH2:56][CH2:57][CH2:58][CH2:59][CH2:60][CH2:61][CH2:62][CH2:63][CH2:64][CH2:65][CH2:66][CH3:67])[C:29]=1[O:30][CH2:31][CH2:32][CH2:33][CH2:34][CH2:35][CH2:36][CH2:37][CH2:38][CH2:39][CH2:40][CH2:41][CH2:42][CH2:43][CH2:44][CH2:45][CH2:46][CH2:47][CH3:48])[CH2:6][CH2:7][CH2:8][CH2:9][CH2:10][CH2:11][CH2:12][CH2:13][CH2:14][CH2:15][CH2:16][CH2:17][CH2:18][CH2:19][CH2:20][CH2:21][CH3:22].O.[CH3:73]O, predict the reaction product. The product is: [CH3:73][O:70][C:69](=[O:71])[CH2:68][C:26]1[CH:25]=[C:24]([O:23][CH2:5][CH2:6][CH2:7][CH2:8][CH2:9][CH2:10][CH2:11][CH2:12][CH2:13][CH2:14][CH2:15][CH2:16][CH2:17][CH2:18][CH2:19][CH2:20][CH2:21][CH3:22])[C:29]([O:30][CH2:31][CH2:32][CH2:33][CH2:34][CH2:35][CH2:36][CH2:37][CH2:38][CH2:39][CH2:40][CH2:41][CH2:42][CH2:43][CH2:44][CH2:45][CH2:46][CH2:47][CH3:48])=[C:28]([O:49][CH2:50][CH2:51][CH2:52][CH2:53][CH2:54][CH2:55][CH2:56][CH2:57][CH2:58][CH2:59][CH2:60][CH2:61][CH2:62][CH2:63][CH2:64][CH2:65][CH2:66][CH3:67])[CH:27]=1. (3) Given the reactants C(OC([N:8]1[C@H:16]2[C@H:11]([CH2:12][CH2:13][CH:14]([CH2:17][CH3:18])[CH2:15]2)[CH2:10][C@H:9]1[C:19]([OH:21])=[O:20])=O)(C)(C)C.[ClH:22], predict the reaction product. The product is: [ClH:22].[CH2:17]([CH:14]1[CH2:15][C@@H:16]2[C@@H:11]([CH2:10][C@@H:9]([C:19]([OH:21])=[O:20])[NH:8]2)[CH2:12][CH2:13]1)[CH3:18]. (4) Given the reactants [CH2:1]([CH:3]([C:6]1[C:10]([CH2:11][CH2:12][CH2:13][OH:14])=[CH:9][N:8]([C:15]2[CH:20]=[CH:19][C:18]([C:21]([F:24])([F:23])[F:22])=[CH:17][N:16]=2)[N:7]=1)[CH2:4][CH3:5])[CH3:2].[CH2:25]([C:27]1[C:28](O)=[C:29]([CH2:33][C:34]([O:36][CH3:37])=[O:35])[CH:30]=[CH:31][CH:32]=1)[CH3:26].C(P(CCCC)CCCC)CCC.N(C(N1CCCCC1)=O)=NC(N1CCCCC1)=O, predict the reaction product. The product is: [CH2:25]([C:27]1[C:28]([O:14][CH2:13][CH2:12][CH2:11][C:10]2[C:6]([CH:3]([CH2:4][CH3:5])[CH2:1][CH3:2])=[N:7][N:8]([C:15]3[CH:20]=[CH:19][C:18]([C:21]([F:23])([F:24])[F:22])=[CH:17][N:16]=3)[CH:9]=2)=[C:29]([CH2:33][C:34]([O:36][CH3:37])=[O:35])[CH:30]=[CH:31][CH:32]=1)[CH3:26]. (5) Given the reactants [CH2:1]1[C:9]2[C:4](=[C:5]([NH:10][C:11](=[O:13])[CH3:12])[CH:6]=[CH:7][CH:8]=2)[CH2:3][CH2:2]1.[O-:14]S([O-])(=O)=O.[Mg+2].[O-][Mn](=O)(=O)=O.[K+], predict the reaction product. The product is: [O:14]=[C:3]1[C:4]2[C:9](=[CH:8][CH:7]=[CH:6][C:5]=2[NH:10][C:11](=[O:13])[CH3:12])[CH2:1][CH2:2]1. (6) Given the reactants Br[C:2]1[CH:3]=[CH:4][C:5]([C:8]#[N:9])=[N:6][CH:7]=1.C1(P(C2CCCCC2)C2C=CC=CC=2C2C(C(C)C)=CC(C(C)C)=CC=2C(C)C)CCCCC1.[O-]P([O-])([O-])=O.[K+].[K+].[K+].[NH:52]1[CH2:57][CH2:56][CH2:55][CH2:54][CH2:53]1, predict the reaction product. The product is: [N:52]1([C:2]2[CH:3]=[CH:4][C:5]([C:8]#[N:9])=[N:6][CH:7]=2)[CH2:57][CH2:56][CH2:55][CH2:54][CH2:53]1. (7) Given the reactants [CH3:1][C:2]1[NH:3][C:4]([NH2:7])=[N:5][N:6]=1.[CH3:8][O:9][CH2:10][C:11](=O)[CH3:12].C([BH3-])#N.[Na+].O, predict the reaction product. The product is: [CH3:8][O:9][CH2:10][CH:11]([NH:7][C:4]1[NH:3][C:2]([CH3:1])=[N:6][N:5]=1)[CH3:12]. (8) Given the reactants [C:1]([OH:12])(=[O:11])[C:2]1[CH:10]=[CH:9][C:5]([C:6]([OH:8])=[O:7])=[CH:4][CH:3]=1.O.C(O)(=O)C1C=CC(C(O)=O)=CC=1.O.C(O)CO, predict the reaction product. The product is: [C:1]([OH:12])(=[O:11])[C:2]1[CH:10]=[CH:9][C:5]([C:6]([OH:8])=[O:7])=[CH:4][CH:3]=1.